This data is from Full USPTO retrosynthesis dataset with 1.9M reactions from patents (1976-2016). The task is: Predict the reactants needed to synthesize the given product. (1) Given the product [C:24]([C:21]1[S:20][C:19]([NH:1][C:2]2[C:7]3[CH2:8][CH2:9][N:10]([C:11]([N:13]([CH3:15])[CH3:14])=[O:12])[C:6]=3[CH:5]=[CH:4][N:3]=2)=[N:23][CH:22]=1)#[N:25], predict the reactants needed to synthesize it. The reactants are: [NH2:1][C:2]1[C:7]2[CH2:8][CH2:9][N:10]([C:11]([N:13]([CH3:15])[CH3:14])=[O:12])[C:6]=2[CH:5]=[CH:4][N:3]=1.[H-].[Na+].Cl[C:19]1[S:20][C:21]([C:24]#[N:25])=[CH:22][N:23]=1. (2) Given the product [Cl:26][C:23]1[CH:24]=[CH:25][C:20]([C:18]([NH:17][CH:13]([CH2:12][C:7]2[C:5]3[C:4](=[CH:3][CH:2]=[CH:1][CH:6]=3)[NH:11][C:9](=[O:10])[CH:8]=2)[C:14]([O:16][CH2:28][CH2:29][C:30]2[C:38]3[C:33](=[CH:34][CH:35]=[CH:36][CH:37]=3)[N:32]([CH3:39])[CH:31]=2)=[O:15])=[O:19])=[CH:21][CH:22]=1, predict the reactants needed to synthesize it. The reactants are: [CH:1]1[CH:2]=[CH:3][C:4]2[NH:11][C:9](=[O:10])[CH:8]=[C:7]([CH2:12][CH:13]([NH:17][C:18]([C:20]3[CH:21]=[CH:22][C:23]([Cl:26])=[CH:24][CH:25]=3)=[O:19])[C:14]([OH:16])=[O:15])[C:5]=2[CH:6]=1.O[CH2:28][CH2:29][C:30]1[C:38]2[C:33](=[CH:34][CH:35]=[CH:36][CH:37]=2)[N:32]([CH3:39])[CH:31]=1. (3) Given the product [ClH:29].[NH2:12][C@H:3]([CH:2]([CH3:20])[CH3:1])[C:4]([NH:5][CH2:6][C:7]([F:8])([F:9])[F:10])=[O:11], predict the reactants needed to synthesize it. The reactants are: [CH3:1][CH:2]([CH3:20])[C@@H:3]([NH:12]C(=O)OC(C)(C)C)[C:4](=[O:11])[NH:5][CH2:6][C:7]([F:10])([F:9])[F:8].C(O)(C(F)(F)F)=O.C(Cl)[Cl:29]. (4) Given the product [CH3:1][C:2]1[C:6]([CH3:7])=[C:5]([NH:8][C:9]([N:32]2[CH2:33][CH2:34][N:29]([C:26]3[CH:25]=[CH:24][C:23]([C:17]4[CH:22]=[CH:21][CH:20]=[CH:19][CH:18]=4)=[CH:28][N:27]=3)[CH2:30][CH2:31]2)=[O:16])[O:4][N:3]=1, predict the reactants needed to synthesize it. The reactants are: [CH3:1][C:2]1[C:6]([CH3:7])=[C:5]([NH:8][C:9](=[O:16])OCC(Cl)(Cl)Cl)[O:4][N:3]=1.[C:17]1([C:23]2[CH:24]=[CH:25][C:26]([N:29]3[CH2:34][CH2:33][NH:32][CH2:31][CH2:30]3)=[N:27][CH:28]=2)[CH:22]=[CH:21][CH:20]=[CH:19][CH:18]=1.C(N(C(C)C)CC)(C)C.CS(C)=O. (5) Given the product [CH2:27]([N:30]([CH2:31][CH2:32][CH3:33])[CH2:2][C:3]([NH:5][C:6]1[C:19]2[C:18](=[O:20])[C:17]3[C:12](=[CH:13][CH:14]=[CH:15][C:16]=3[NH:21][C:22](=[O:25])[CH2:23][N:30]([CH2:31][CH2:32][CH3:33])[CH2:27][CH2:28][CH3:29])[C:11](=[O:26])[C:10]=2[CH:9]=[CH:8][CH:7]=1)=[O:4])[CH2:28][CH3:29], predict the reactants needed to synthesize it. The reactants are: Cl[CH2:2][C:3]([NH:5][C:6]1[C:19]2[C:18](=[O:20])[C:17]3[C:12](=[CH:13][CH:14]=[CH:15][C:16]=3[NH:21][C:22](=[O:25])[CH2:23]Cl)[C:11](=[O:26])[C:10]=2[CH:9]=[CH:8][CH:7]=1)=[O:4].[CH2:27]([NH:30][CH2:31][CH2:32][CH3:33])[CH2:28][CH3:29]. (6) Given the product [CH:23]1([C:2]2[C:7]([C:8]3[CH:13]=[CH:12][C:11]([F:14])=[CH:10][C:9]=3[F:15])=[C:6]([F:16])[C:5]([O:17][CH:18]([CH3:20])[CH3:19])=[C:4]([CH:21]=[O:22])[CH:3]=2)[CH2:25][CH2:24]1, predict the reactants needed to synthesize it. The reactants are: Br[C:2]1[C:7]([C:8]2[CH:13]=[CH:12][C:11]([F:14])=[CH:10][C:9]=2[F:15])=[C:6]([F:16])[C:5]([O:17][CH:18]([CH3:20])[CH3:19])=[C:4]([CH:21]=[O:22])[CH:3]=1.[CH:23]1(B(O)O)[CH2:25][CH2:24]1. (7) Given the product [F:34][C:35]([F:40])([F:39])[C:36]([OH:38])=[O:37].[CH3:33][O:32][CH2:31][CH2:30][O:29][CH2:28][CH2:27][O:26][C:22]1[CH:21]=[C:20]2[C:25](=[CH:24][CH:23]=1)[C:16]([CH:12]1[C:11]3[C:6](=[CH:7][CH:8]=[C:9]([C:13]#[N:14])[CH:10]=3)[NH:5][C:4]1=[O:3])=[N:17][CH:18]=[CH:19]2, predict the reactants needed to synthesize it. The reactants are: [H-].[Na+].[O:3]=[C:4]1[CH2:12][C:11]2[C:6](=[CH:7][CH:8]=[C:9]([C:13]#[N:14])[CH:10]=2)[NH:5]1.Cl[C:16]1[C:25]2[C:20](=[CH:21][C:22]([O:26][CH2:27][CH2:28][O:29][CH2:30][CH2:31][O:32][CH3:33])=[CH:23][CH:24]=2)[CH:19]=[CH:18][N:17]=1.[F:34][C:35]([F:40])([F:39])[C:36]([O-:38])=[O:37]. (8) Given the product [NH:16]1[CH2:17][CH2:18][C:13]2([C:4]3[C:5](=[N:6][CH:7]=[CH:8][CH:9]=3)[NH:10][C:11](=[O:29])[CH2:12]2)[CH2:14][CH2:15]1, predict the reactants needed to synthesize it. The reactants are: [H-].[Na+].Br[C:4]1[C:5]([NH:10][C:11](=[O:29])[CH2:12][C:13]2[CH2:14][CH2:15][N:16](C(OCC3C=CC=CC=3)=O)[CH2:17][CH:18]=2)=[N:6][CH:7]=[CH:8][CH:9]=1.C[Si](C)(C)CCOCCl.